Dataset: Full USPTO retrosynthesis dataset with 1.9M reactions from patents (1976-2016). Task: Predict the reactants needed to synthesize the given product. (1) Given the product [Cl:2][C:3]1[CH:8]=[CH:7][C:6]([C:9]2([F:15])[CH2:10][CH2:11][N:12]([CH2:23][CH2:22][C:21]([O:25][CH3:26])=[O:24])[CH2:13][CH2:14]2)=[CH:5][CH:4]=1, predict the reactants needed to synthesize it. The reactants are: Cl.[Cl:2][C:3]1[CH:8]=[CH:7][C:6]([C:9]2([F:15])[CH2:14][CH2:13][NH:12][CH2:11][CH2:10]2)=[CH:5][CH:4]=1.C(=O)(O)[O-].[Na+].[C:21]([O:25][CH3:26])(=[O:24])[CH:22]=[CH2:23]. (2) Given the product [CH2:37]([NH:38][C:18]([N:15]1[CH2:16][CH2:17][C@H:13]([N:10]2[CH2:9][CH2:8][CH:7]([N:6]3[C:5]4[CH:25]=[CH:26][CH:27]=[CH:28][C:4]=4[NH:3][C:2]3=[O:1])[CH2:12][CH2:11]2)[CH2:14]1)=[O:20])[CH3:36], predict the reactants needed to synthesize it. The reactants are: [O:1]=[C:2]1[N:6]([CH:7]2[CH2:12][CH2:11][N:10]([C@H:13]3[CH2:17][CH2:16][N:15]([C:18]([O:20]C(C)(C)C)=O)[CH2:14]3)[CH2:9][CH2:8]2)[C:5]2[CH:25]=[CH:26][CH:27]=[CH:28][C:4]=2[NH:3]1.FC(F)(F)C(O)=O.[CH:36]1N=C[N:38](C(N2C=NC=C2)=O)[CH:37]=1.C(N)C.CCN(C(C)C)C(C)C. (3) Given the product [CH3:8][C:2]([N:12]1[CH2:17][CH2:16][C:15](=[O:18])[CH2:14][CH2:13]1)([CH3:9])[C:3]([O:5][CH2:6][CH3:7])=[O:4], predict the reactants needed to synthesize it. The reactants are: Br[C:2]([CH3:9])([CH3:8])[C:3]([O:5][CH2:6][CH3:7])=[O:4].O.Cl.[NH:12]1[CH2:17][CH2:16][C:15](=[O:18])[CH2:14][CH2:13]1.C(#N)C.C(=O)([O-])[O-].[K+].[K+]. (4) Given the product [F:28][C:24]1[C:25]([F:27])=[CH:26][C:21]([NH2:20])=[C:22]([C:2]2[CH:3]=[N:4][C:5]3[N:6]([CH:8]=[C:9]([CH2:11][O:12][C:13]4[CH:18]=[CH:17][C:16]([F:19])=[CH:15][CH:14]=4)[N:10]=3)[CH:7]=2)[CH:23]=1, predict the reactants needed to synthesize it. The reactants are: Br[C:2]1[CH:3]=[N:4][C:5]2[N:6]([CH:8]=[C:9]([CH2:11][O:12][C:13]3[CH:18]=[CH:17][C:16]([F:19])=[CH:15][CH:14]=3)[N:10]=2)[CH:7]=1.[NH2:20][C:21]1[CH:26]=[C:25]([F:27])[C:24]([F:28])=[CH:23][C:22]=1B(O)O. (5) Given the product [Cl:18][C:15]1[CH:16]=[CH:17][C:12]([C:8]([F:11])([C:5]2[CH:6]=[CH:7][C:2]([C:27]3[CH:28]=[N:29][NH:30][CH:31]=3)=[CH:3][CH:4]=2)[CH2:9][NH2:10])=[CH:13][CH:14]=1, predict the reactants needed to synthesize it. The reactants are: Cl[C:2]1[CH:7]=[CH:6][C:5]([C:8]([C:12]2[CH:17]=[CH:16][C:15]([Cl:18])=[CH:14][CH:13]=2)([F:11])[CH2:9][NH2:10])=[CH:4][CH:3]=1.CC1(C)C(C)(C)OB([C:27]2[CH:28]=[N:29][NH:30][CH:31]=2)O1. (6) Given the product [I:16][C:2]1[CH:3]=[N:4][CH:5]=[C:6]([C:8]#[C:9][C:10]2[CH:15]=[CH:14][CH:13]=[CH:12][CH:11]=2)[CH:7]=1, predict the reactants needed to synthesize it. The reactants are: Br[C:2]1[CH:3]=[N:4][CH:5]=[C:6]([C:8]#[C:9][C:10]2[CH:15]=[CH:14][CH:13]=[CH:12][CH:11]=2)[CH:7]=1.[I-:16].[Na+].CNCCNC. (7) Given the product [OH:29][C@H:24]1[CH2:25][CH2:26][CH2:27][CH2:28][C@@H:23]1[N:13]1[C:12](=[O:30])[C:11]2[C:16](=[C:17]3[CH:22]=[CH:21][N:20]=[CH:19][C:18]3=[C:9]([CH2:8][C:5]3[CH:6]=[N:7][C:2]([C:41]4[CH:40]=[N:39][N:38]([CH3:37])[CH:42]=4)=[CH:3][CH:4]=3)[CH:10]=2)[N:15]=[CH:14]1, predict the reactants needed to synthesize it. The reactants are: Cl[C:2]1[N:7]=[CH:6][C:5]([CH2:8][C:9]2[CH:10]=[C:11]3[C:16](=[C:17]4[CH:22]=[CH:21][N:20]=[CH:19][C:18]=24)[N:15]=[CH:14][N:13]([C@H:23]2[CH2:28][CH2:27][CH2:26][CH2:25][C@@H:24]2[OH:29])[C:12]3=[O:30])=[CH:4][CH:3]=1.C(=O)([O-])[O-].[Cs+].[Cs+].[CH3:37][N:38]1[CH:42]=[C:41](B2OC(C)(C)C(C)(C)O2)[CH:40]=[N:39]1.